From a dataset of Catalyst prediction with 721,799 reactions and 888 catalyst types from USPTO. Predict which catalyst facilitates the given reaction. (1) Reactant: Cl.[F:2][C:3]1[CH:8]=[CH:7][C:6]([F:9])=[CH:5][C:4]=1[NH:10][NH2:11].C(=O)([O-])[O-].[K+].[K+].[C:18](OCC)(=[O:26])[C:19]#[C:20][C:21]([O:23][CH2:24][CH3:25])=[O:22].Cl. Product: [F:2][C:3]1[CH:8]=[CH:7][C:6]([F:9])=[CH:5][C:4]=1[N:10]1[C:18]([OH:26])=[CH:19][C:20]([C:21]([O:23][CH2:24][CH3:25])=[O:22])=[N:11]1. The catalyst class is: 8. (2) Reactant: [C:1]([C:3]1[S:4][C:5]2[C:11]([C:12]#[N:13])=[C:10](/[N:14]=[CH:15]/[N:16](C)C)[CH:9]=[CH:8][C:6]=2[N:7]=1)#[N:2].[CH3:19][N:20]([CH3:28])[C:21]1[CH:26]=[CH:25][C:24](N)=[CH:23][CH:22]=1.[K+].[Br-]. Product: [CH3:19][N:20]([CH3:28])[C:21]1[CH:26]=[CH:25][C:24]([NH:13][C:12]2[C:11]3[C:10](=[CH:9][CH:8]=[C:6]4[N:7]=[C:3]([C:1]#[N:2])[S:4][C:5]4=3)[N:14]=[CH:15][N:16]=2)=[CH:23][CH:22]=1. The catalyst class is: 91. (3) Reactant: [CH3:1][C:2]1[N:6]=[C:5]([CH3:7])[S:4][C:3]=1/[CH:8]=[CH:9]/[C:10](N(C)C)=O.[CH:15]1([C:18]([N:20]2[CH2:25][CH2:24][N:23]([C:26]3[CH:31]=[CH:30][C:29]([NH:32][C:33]([NH2:35])=[NH:34])=[CH:28][CH:27]=3)[CH2:22][CH2:21]2)=[O:19])[CH2:17][CH2:16]1. Product: [CH:15]1([C:18]([N:20]2[CH2:21][CH2:22][N:23]([C:26]3[CH:31]=[CH:30][C:29]([NH:32][C:33]4[N:35]=[C:8]([C:3]5[S:4][C:5]([CH3:7])=[N:6][C:2]=5[CH3:1])[CH:9]=[CH:10][N:34]=4)=[CH:28][CH:27]=3)[CH2:24][CH2:25]2)=[O:19])[CH2:16][CH2:17]1. The catalyst class is: 23. (4) Reactant: [NH2:1][C:2]1[CH:3]=[C:4]([C:9]2[C:17]3[C:16]([NH:18][C@H:19]([C:21]4[N:26]([C:27]5[CH:32]=[CH:31][CH:30]=[CH:29][CH:28]=5)[C:25](=[O:33])[C:24]5=[C:34]([CH3:37])[CH:35]=[CH:36][N:23]5[N:22]=4)[CH3:20])=[N:15][CH:14]=[N:13][C:12]=3[N:11]([CH2:38][O:39][CH2:40][CH2:41][Si:42]([CH3:45])([CH3:44])[CH3:43])[CH:10]=2)[CH:5]=[C:6]([OH:8])[CH:7]=1.[CH2:46]([N:48]([CH2:51]C)[CH2:49]C)[CH3:47].ClCC[S:56](Cl)(=[O:58])=[O:57].CNC. Product: [CH3:49][N:48]([CH3:51])[CH2:46][CH2:47][S:56]([NH:1][C:2]1[CH:3]=[C:4]([C:9]2[C:17]3[C:16]([NH:18][C@H:19]([C:21]4[N:26]([C:27]5[CH:32]=[CH:31][CH:30]=[CH:29][CH:28]=5)[C:25](=[O:33])[C:24]5=[C:34]([CH3:37])[CH:35]=[CH:36][N:23]5[N:22]=4)[CH3:20])=[N:15][CH:14]=[N:13][C:12]=3[N:11]([CH2:38][O:39][CH2:40][CH2:41][Si:42]([CH3:43])([CH3:45])[CH3:44])[CH:10]=2)[CH:5]=[C:6]([OH:8])[CH:7]=1)(=[O:58])=[O:57]. The catalyst class is: 30. (5) Reactant: [F:1][C:2]([F:34])([F:33])[C:3]1[CH:8]=[CH:7][C:6](/[CH:9]=[CH:10]/[C:11]2[O:12][CH:13]=[C:14]([CH2:16][O:17][C:18]3[CH:23]=[CH:22][C:21]([CH2:24][CH2:25][CH2:26][CH2:27][N:28]4[CH:32]=[CH:31][N:30]=[N:29]4)=[CH:20][CH:19]=3)[N:15]=2)=[CH:5][CH:4]=1.O.[C:36]1([S:42]([OH:45])(=[O:44])=[O:43])[CH:41]=[CH:40][CH:39]=[CH:38][CH:37]=1. Product: [C:36]1([S:42]([OH:45])(=[O:44])=[O:43])[CH:41]=[CH:40][CH:39]=[CH:38][CH:37]=1.[F:34][C:2]([F:1])([F:33])[C:3]1[CH:4]=[CH:5][C:6](/[CH:9]=[CH:10]/[C:11]2[O:12][CH:13]=[C:14]([CH2:16][O:17][C:18]3[CH:23]=[CH:22][C:21]([CH2:24][CH2:25][CH2:26][CH2:27][N:28]4[CH:32]=[CH:31][N:30]=[N:29]4)=[CH:20][CH:19]=3)[N:15]=2)=[CH:7][CH:8]=1. The catalyst class is: 362. (6) Reactant: [CH3:1][N:2]1[CH2:7][CH2:6][CH:5]([C:8]2[CH:9]=[CH:10][C:11]([NH2:14])=[N:12][CH:13]=2)[CH2:4][CH2:3]1.Br[C:16]1[C:17](=[O:24])[N:18]([CH3:23])[CH:19]=[C:20]([Br:22])[CH:21]=1.C(=O)([O-])[O-].[Cs+].[Cs+].CC1(C)C2C(=C(P(C3C=CC=CC=3)C3C=CC=CC=3)C=CC=2)OC2C(P(C3C=CC=CC=3)C3C=CC=CC=3)=CC=CC1=2. Product: [Br:22][C:20]1[CH:21]=[C:16]([NH:14][C:11]2[CH:10]=[CH:9][C:8]([CH:5]3[CH2:6][CH2:7][N:2]([CH3:1])[CH2:3][CH2:4]3)=[CH:13][N:12]=2)[C:17](=[O:24])[N:18]([CH3:23])[CH:19]=1. The catalyst class is: 102. (7) Reactant: Cl[C:2]1[N:10]=[CH:9][C:8]([F:11])=[CH:7][C:3]=1[C:4]([OH:6])=O.[F:12][C:13]1[CH:18]=[CH:17][C:16]([OH:19])=[CH:15][CH:14]=1.[C:20](=[O:23])([O-])[O-:21].[K+].[K+].C[N:27]([CH3:30])C=O. Product: [F:11][C:8]1[CH:7]=[C:3]([C:4]([NH:27][CH2:30][C:13]2[CH:18]=[CH:17][C:16]([C:20]([OH:21])=[O:23])=[CH:15][CH:14]=2)=[O:6])[C:2]([O:19][C:16]2[CH:17]=[CH:18][C:13]([F:12])=[CH:14][CH:15]=2)=[N:10][CH:9]=1. The catalyst class is: 536. (8) Product: [NH2:24][C:2]1[CH:8]2[CH2:9][CH:5]([CH2:6][CH2:7]2)[C:4](=[O:10])[C:3]=1[C:11]([C:13]1[C:14]([CH3:23])=[N:15][C:16]([C:19]([F:22])([F:21])[F:20])=[CH:17][CH:18]=1)=[O:12]. The catalyst class is: 7. Reactant: Cl[C:2]1[CH:8]2[CH2:9][CH:5]([CH2:6][CH2:7]2)[C:4](=[O:10])[C:3]=1[C:11]([C:13]1[C:14]([CH3:23])=[N:15][C:16]([C:19]([F:22])([F:21])[F:20])=[CH:17][CH:18]=1)=[O:12].[NH3:24].C(OCC)(=O)C.O. (9) Reactant: B(O)(O)[C@H]1N(C([C@@H](N)C(C)C)=O)CCC1.[CH3:16][S:17]([OH:20])(=[O:19])=[O:18].S([O-])(=O)(=O)C.[CH3:26][C:27]1[O:31][C:30]([C:32]2[CH:37]=[CH:36][CH:35]=[CH:34][CH:33]=2)=[N:29][C:28]=1[CH2:38][CH2:39][NH3+:40].Cl[CH2:42][C:43]([N:45]1[CH2:49][CH2:48][CH2:47][C@H:46]1[C:50]#[N:51])=[O:44].CS(O)(=O)=O. Product: [S:17]([OH:20])(=[O:19])(=[O:18])[CH3:16].[CH3:26][C:27]1[O:31][C:30]([C:32]2[CH:37]=[CH:36][CH:35]=[CH:34][CH:33]=2)=[N:29][C:28]=1[CH2:38][CH2:39][NH:40][CH2:42][C:43]([N:45]1[CH2:49][CH2:48][CH2:47][C@H:46]1[C:50]#[N:51])=[O:44]. The catalyst class is: 44.